This data is from Full USPTO retrosynthesis dataset with 1.9M reactions from patents (1976-2016). The task is: Predict the reactants needed to synthesize the given product. (1) Given the product [CH3:42][C:30]1[N:29]([CH2:28][C:25]2[CH:26]=[CH:27][C:22]([C:17]3[C:16]([C:14]([OH:15])=[O:13])=[CH:21][CH:20]=[CH:19][CH:18]=3)=[CH:23][CH:24]=2)[C:37]2[C:32]([C:31]=1[CH3:41])=[CH:33][C:34]([C:38](=[O:39])[NH:8][CH2:7][C:5]1[O:6][C:2]([CH3:1])=[CH:3][CH:4]=1)=[CH:35][CH:36]=2, predict the reactants needed to synthesize it. The reactants are: [CH3:1][C:2]1[O:6][C:5]([CH2:7][NH2:8])=[CH:4][CH:3]=1.C([O:13][C:14]([C:16]1[CH:21]=[CH:20][CH:19]=[CH:18][C:17]=1[C:22]1[CH:27]=[CH:26][C:25]([CH2:28][N:29]2[C:37]3[C:32](=[CH:33][C:34]([C:38](O)=[O:39])=[CH:35][CH:36]=3)[C:31]([CH3:41])=[C:30]2[CH3:42])=[CH:24][CH:23]=1)=[O:15])(C)(C)C. (2) Given the product [CH:1]([C:4]1[CH:9]=[CH:8][CH:7]=[CH:6][C:5]=1[N:10]1[C:11]2[CH:16]=[CH:15][CH:14]=[CH:13][C:12]=2[N:17]=[C:1]1[C:4]1[CH:9]=[CH:8][CH:7]=[CH:6][CH:5]=1)([CH3:3])[CH3:2], predict the reactants needed to synthesize it. The reactants are: [CH:1]([C:4]1[CH:9]=[CH:8][CH:7]=[CH:6][C:5]=1[NH:10][C:11]1[C:12]([NH2:17])=[CH:13][CH:14]=[CH:15][CH:16]=1)([CH3:3])[CH3:2]. (3) Given the product [C:15]([NH2:17])(=[O:16])[C:14]1[CH:26]=[CH:27][CH:28]=[CH:12][CH:13]=1, predict the reactants needed to synthesize it. The reactants are: [N+](C1C=C(C=CC=1)N)([O-])=O.N[C:12]1[CH:13]=[C:14]([CH:26]=[CH:27][C:28]=1OC)[C:15]([NH:17]C1C=CC(F)=C(F)C=1)=[O:16]. (4) Given the product [OH:1][CH:2]([CH:4]([CH2:9][CH2:10][CH2:11][C:12]1[CH:13]=[CH:14][CH:15]=[CH:16][CH:17]=1)[C:5]([OH:7])=[O:6])[CH3:3], predict the reactants needed to synthesize it. The reactants are: [OH:1][CH:2]([CH:4]([CH2:9][CH2:10][CH2:11][C:12]1[CH:17]=[CH:16][CH:15]=[CH:14][CH:13]=1)[C:5]([O:7]C)=[O:6])[CH3:3].[OH-].[Na+]. (5) Given the product [F:16][C:3]1[CH:4]=[C:5]([NH:8][C:9](=[O:15])[O:10][C:11]([CH3:14])([CH3:13])[CH3:12])[CH:6]=[CH:7][C:2]=1[B:20]1[O:21][C:22]([CH3:24])([CH3:23])[C:18]([CH3:34])([CH3:17])[O:19]1, predict the reactants needed to synthesize it. The reactants are: Br[C:2]1[CH:7]=[CH:6][C:5]([NH:8][C:9](=[O:15])[O:10][C:11]([CH3:14])([CH3:13])[CH3:12])=[CH:4][C:3]=1[F:16].[CH3:17][C:18]1([CH3:34])[C:22]([CH3:24])([CH3:23])[O:21][B:20]([B:20]2[O:21][C:22]([CH3:24])([CH3:23])[C:18]([CH3:34])([CH3:17])[O:19]2)[O:19]1.C(Cl)Cl.CC([O-])=O.[K+]. (6) Given the product [CH3:11][O:10][N:9]([CH3:8])[C:19](=[O:20])[CH:18]([C:12]1[CH:17]=[CH:16][CH:15]=[CH:14][CH:13]=1)[CH2:22][CH3:23], predict the reactants needed to synthesize it. The reactants are: N1C=CC=CC=1.Cl.[CH3:8][NH:9][O:10][CH3:11].[C:12]1([CH:18]([CH2:22][CH3:23])[C:19](Cl)=[O:20])[CH:17]=[CH:16][CH:15]=[CH:14][CH:13]=1.O. (7) Given the product [CH2:1]([C:8]1[CH:9]=[N:10][C:11]2[C:16]([C:17]=1[C:18]1[CH:19]=[C:20]([NH:24][C:37]([NH:36][C:31]3[CH:32]=[CH:33][CH:34]=[CH:35][C:30]=3[Cl:29])=[O:38])[CH:21]=[CH:22][CH:23]=1)=[CH:15][CH:14]=[CH:13][C:12]=2[C:25]([F:28])([F:26])[F:27])[C:2]1[CH:3]=[CH:4][CH:5]=[CH:6][CH:7]=1, predict the reactants needed to synthesize it. The reactants are: [CH2:1]([C:8]1[CH:9]=[N:10][C:11]2[C:16]([C:17]=1[C:18]1[CH:19]=[C:20]([NH2:24])[CH:21]=[CH:22][CH:23]=1)=[CH:15][CH:14]=[CH:13][C:12]=2[C:25]([F:28])([F:27])[F:26])[C:2]1[CH:7]=[CH:6][CH:5]=[CH:4][CH:3]=1.[Cl:29][C:30]1[CH:35]=[CH:34][CH:33]=[CH:32][C:31]=1[N:36]=[C:37]=[O:38]. (8) Given the product [CH3:1][C:2]1[CH:3]=[C:4]([CH:8]=[C:9]([CH3:12])[C:10]=1[OH:11])[C:5]([O:7][CH3:17])=[O:6], predict the reactants needed to synthesize it. The reactants are: [CH3:1][C:2]1[CH:3]=[C:4]([CH:8]=[C:9]([CH3:12])[C:10]=1[OH:11])[C:5]([OH:7])=[O:6].S(Cl)(Cl)=O.[C:17](=O)(O)[O-].[Na+]. (9) Given the product [CH3:11][CH:10]([C:13]1[CH:18]=[CH:17][N:16]=[CH:15][CH:14]=1)[OH:12], predict the reactants needed to synthesize it. The reactants are: C1COCC1.CS(C)=O.[C:10]([C:13]1[CH:18]=[CH:17][N:16]=[CH:15][CH:14]=1)(=[O:12])[CH3:11].